From a dataset of Reaction yield outcomes from USPTO patents with 853,638 reactions. Predict the reaction yield, written as a fraction of the theoretical maximum amount of product (1.0 means a 100% yield; for example, 0.34 means a 34% yield). (1) The reactants are [Br:1][C:2]1[CH:3]=[C:4]([C@:10]2([CH3:28])[CH2:15][C@@H:14]([C:16]([F:19])([F:18])[F:17])[O:13][C:12]([NH:20]C(=O)OC(C)(C)C)=[N:11]2)[C:5]([O:8][CH3:9])=[N:6][CH:7]=1.FC(F)(F)C(O)=O. No catalyst specified. The product is [Br:1][C:2]1[CH:3]=[C:4]([C@:10]2([CH3:28])[CH2:15][C@@H:14]([C:16]([F:18])([F:19])[F:17])[O:13][C:12]([NH2:20])=[N:11]2)[C:5]([O:8][CH3:9])=[N:6][CH:7]=1. The yield is 0.830. (2) The reactants are [CH3:1][C:2]([CH3:16])([CH2:8][O:9][CH:10]1[CH2:15][CH2:14][CH2:13][CH2:12][O:11]1)[C:3](=O)[CH2:4][C:5]#[N:6].[OH-:17].[Na+].S(O)(O)(=O)=O.[NH2:24]O. The catalyst is O. The product is [CH3:1][C:2]([C:3]1[CH:4]=[C:5]([NH2:6])[O:17][N:24]=1)([CH3:16])[CH2:8][O:9][CH:10]1[CH2:15][CH2:14][CH2:13][CH2:12][O:11]1. The yield is 0.600. (3) The reactants are [C:1]([N:4]1[C:13]2[C:8](=[CH:9][CH:10]=[CH:11][CH:12]=2)[C@@H:7]([OH:14])[CH2:6][C@@H:5]1[CH3:15])(=[O:3])[CH3:2].[F:16][C:17]1[CH:22]=[CH:21][C:20](O)=[CH:19][CH:18]=1.C(P(CCCC)CCCC)CCC. The catalyst is C1(C)C=CC=CC=1. The product is [C:1]([N:4]1[C:13]2[C:8](=[CH:9][CH:10]=[CH:11][CH:12]=2)[C@H:7]([O:14][C:20]2[CH:21]=[CH:22][C:17]([F:16])=[CH:18][CH:19]=2)[CH2:6][C@@H:5]1[CH3:15])(=[O:3])[CH3:2]. The yield is 0.360. (4) The reactants are C([O-])([O-])=O.[Na+].[Na+].[CH:7]([C:9]1[S:13][C:12](B(O)O)=[CH:11][CH:10]=1)=[O:8].Br[C:18]1[N:23]=[CH:22][CH:21]=[CH:20][N:19]=1. The catalyst is O.COCCOC.ClCCl.C1C=CC([P]([Pd]([P](C2C=CC=CC=2)(C2C=CC=CC=2)C2C=CC=CC=2)([P](C2C=CC=CC=2)(C2C=CC=CC=2)C2C=CC=CC=2)[P](C2C=CC=CC=2)(C2C=CC=CC=2)C2C=CC=CC=2)(C2C=CC=CC=2)C2C=CC=CC=2)=CC=1. The product is [N:19]1[CH:20]=[CH:21][CH:22]=[N:23][C:18]=1[C:12]1[S:13][C:9]([CH:7]=[O:8])=[CH:10][CH:11]=1. The yield is 0.260. (5) The reactants are [NH2:1][C:2]1[S:3][C:4]([C:12]2[CH:17]=[CH:16][N:15]=[C:14](F)[CH:13]=2)=[C:5]([C:7]2[O:8][CH:9]=[CH:10][CH:11]=2)[N:6]=1.[OH-:19].[Na+]. The catalyst is Cl. The product is [NH2:1][C:2]1[S:3][C:4]([C:12]2[CH:17]=[CH:16][NH:15][C:14](=[O:19])[CH:13]=2)=[C:5]([C:7]2[O:8][CH:9]=[CH:10][CH:11]=2)[N:6]=1. The yield is 0.510. (6) The reactants are Br[CH2:2][CH2:3]Br.[Mg].Br[C:7]1[CH:12]=[CH:11][C:10]([O:13][CH3:14])=[CH:9][CH:8]=1.[CH3:15][C:16]1([CH3:30])[O:20][CH2:19][C@@H:18]([CH:21]=[O:22])[N:17]1[C:23]([O:25][C:26](C)(C)C)=[O:24].[CH2:31]1[CH2:35]O[CH2:33][CH2:32]1. The catalyst is S(C)C.[Cu]I. The product is [OH:22][C@H:21]([C:7]1[CH:12]=[CH:11][C:10]([O:13][CH3:14])=[CH:9][CH:8]=1)[C@H:18]1[CH2:19][O:20][C:16]([CH3:30])([CH3:15])[N:17]1[C:23]([O:25][CH2:26][C:3]1[CH:2]=[CH:33][CH:32]=[CH:31][CH:35]=1)=[O:24]. The yield is 0.360.